Dataset: Reaction yield outcomes from USPTO patents with 853,638 reactions. Task: Predict the reaction yield, written as a fraction of the theoretical maximum amount of product (1.0 means a 100% yield; for example, 0.34 means a 34% yield). The reactants are FC1C=C(CN)C=NC=1.[F:10][C:11]1[C:12]([CH2:17][NH2:18])=[N:13][CH:14]=[CH:15][CH:16]=1.[CH:19]1([CH2:22][N:23]2[CH2:27][CH2:26][N:25]([C:28]3[S:29][C:30]([C:34](O)=[O:35])=[C:31]([CH3:33])[N:32]=3)[C:24]2=[O:37])[CH2:21][CH2:20]1. No catalyst specified. The product is [CH:19]1([CH2:22][N:23]2[CH2:27][CH2:26][N:25]([C:28]3[S:29][C:30]([C:34]([NH:18][CH2:17][C:12]4[C:11]([F:10])=[CH:16][CH:15]=[CH:14][N:13]=4)=[O:35])=[C:31]([CH3:33])[N:32]=3)[C:24]2=[O:37])[CH2:20][CH2:21]1. The yield is 0.600.